Task: Predict the product of the given reaction.. Dataset: Forward reaction prediction with 1.9M reactions from USPTO patents (1976-2016) (1) Given the reactants [CH3:1][NH:2][CH2:3][CH:4](NC)[CH3:5].Br[CH2:9][C:10]([NH:12][C:13]1[CH:18]=[CH:17][C:16]([O:19][CH2:20][C:21]2[CH:26]=[CH:25][CH:24]=[CH:23][CH:22]=2)=[CH:15][CH:14]=1)=[O:11].C(=O)([O-])[O-].[K+].[K+].O.[CH3:34][N:35](C=O)C, predict the reaction product. The product is: [CH3:34][N:35]([CH2:5][CH2:4][CH2:3][NH:2][CH3:1])[CH2:9][C:10]([NH:12][C:13]1[CH:18]=[CH:17][C:16]([O:19][CH2:20][C:21]2[CH:26]=[CH:25][CH:24]=[CH:23][CH:22]=2)=[CH:15][CH:14]=1)=[O:11]. (2) Given the reactants [C:1]([O-:4])(=O)[CH3:2].[Na+].[Br:6][C:7]1[CH:8]=[C:9]([CH2:14]C(O)=O)[CH:10]=[CH:11][C:12]=1[OH:13].[OH-].[Na+].Cl, predict the reaction product. The product is: [Br:6][C:7]1[CH:8]=[C:9]([CH2:14][C:1]([CH3:2])=[O:4])[CH:10]=[CH:11][C:12]=1[OH:13]. (3) Given the reactants [NH2:1][C:2]1[CH:3]=[CH:4][C:5]([Cl:27])=[C:6]([C:8]2[C:23](=[O:24])[N:22]([O:25][CH3:26])[C:11]3[N:12]=[C:13]([NH:16][CH2:17][CH2:18][N:19]([CH3:21])[CH3:20])[N:14]=[CH:15][C:10]=3[CH:9]=2)[CH:7]=1.C(N(CC)CC)C.CN(C(ON1N=NC2C=CC=NC1=2)=[N+](C)C)C.F[P-](F)(F)(F)(F)F.[Cl:59][C:60]1[CH:68]=[CH:67][C:63]([C:64](O)=[O:65])=[CH:62][C:61]=1[C:69]([F:72])([F:71])[F:70], predict the reaction product. The product is: [Cl:59][C:60]1[CH:68]=[CH:67][C:63]([C:64]([NH:1][C:2]2[CH:3]=[CH:4][C:5]([Cl:27])=[C:6]([C:8]3[C:23](=[O:24])[N:22]([O:25][CH3:26])[C:11]4[N:12]=[C:13]([NH:16][CH2:17][CH2:18][N:19]([CH3:21])[CH3:20])[N:14]=[CH:15][C:10]=4[CH:9]=3)[CH:7]=2)=[O:65])=[CH:62][C:61]=1[C:69]([F:70])([F:71])[F:72]. (4) Given the reactants [Zn:1](CC)CC.[CH:6]1[CH:25]=[CH:24][C:22](=[O:23])/[C:8](=[CH:9]/[NH:10][CH2:11][CH2:12][NH:13]/[CH:14]=[C:15]2/[CH:16]=[CH:17][CH:18]=[CH:19][C:20]/2=[O:21])/[CH:7]=1, predict the reaction product. The product is: [CH:17]1[CH:18]=[CH:19][C:20](=[O:21])/[C:15](=[CH:14]/[NH:13][CH2:12][CH2:11][NH:10]/[CH:9]=[C:8]2/[CH:7]=[CH:6][CH:25]=[CH:24][C:22]/2=[O:23])/[CH:16]=1.[Zn:1]. (5) Given the reactants Br[C:2]1[N:7]=[C:6]2[N:8]([CH3:23])[C:9]3[CH2:14][CH2:13][N:12]([C:15]([O:17][C:18]([CH3:21])([CH3:20])[CH3:19])=[O:16])[C:11](=[O:22])[C:10]=3[C:5]2=[CH:4][CH:3]=1.[CH2:24]([O:31][C:32]1[CH:37]=[CH:36][NH:35][C:34](=[O:38])[CH:33]=1)[C:25]1[CH:30]=[CH:29][CH:28]=[CH:27][CH:26]=1.C([O-])([O-])=O.[Cs+].[Cs+].N#N.CN[C@@H]1CCCC[C@H]1NC, predict the reaction product. The product is: [CH2:24]([O:31][C:32]1[CH:37]=[CH:36][N:35]([C:2]2[N:7]=[C:6]3[N:8]([CH3:23])[C:9]4[CH2:14][CH2:13][N:12]([C:15]([O:17][C:18]([CH3:21])([CH3:20])[CH3:19])=[O:16])[C:11](=[O:22])[C:10]=4[C:5]3=[CH:4][CH:3]=2)[C:34](=[O:38])[CH:33]=1)[C:25]1[CH:26]=[CH:27][CH:28]=[CH:29][CH:30]=1. (6) Given the reactants Cl[C:2]1[N:7]=[C:6]([C:8]2[CH:9]=[CH:10][C:11]([O:16][CH:17]3[CH2:22][CH2:21][O:20][CH2:19][CH2:18]3)=[C:12]([CH:15]=2)[C:13]#[N:14])[CH:5]=[CH:4][N:3]=1.[NH2:23][C:24]1[CH:43]=[CH:42][C:27]([O:28][CH2:29][CH2:30][O:31][CH2:32][CH2:33][NH:34][C:35](=[O:41])[O:36][C:37]([CH3:40])([CH3:39])[CH3:38])=[C:26]([O:44][CH3:45])[CH:25]=1, predict the reaction product. The product is: [C:13]([C:12]1[CH:15]=[C:8]([C:6]2[CH:5]=[CH:4][N:3]=[C:2]([NH:23][C:24]3[CH:43]=[CH:42][C:27]([O:28][CH2:29][CH2:30][O:31][CH2:32][CH2:33][NH:34][C:35](=[O:41])[O:36][C:37]([CH3:38])([CH3:39])[CH3:40])=[C:26]([O:44][CH3:45])[CH:25]=3)[N:7]=2)[CH:9]=[CH:10][C:11]=1[O:16][CH:17]1[CH2:22][CH2:21][O:20][CH2:19][CH2:18]1)#[N:14]. (7) Given the reactants [CH3:1][O:2][C:3]1[CH:4]=[C:5]2[C:10](=[CH:11][C:12]=1[O:13][CH3:14])[C:9](=O)[NH:8][CH:7]=[C:6]2[C:16]#[N:17].P(Br)(Br)([Br:20])=O.C1(OC)C=CC=CC=1, predict the reaction product. The product is: [Br:20][C:9]1[C:10]2[C:5](=[CH:4][C:3]([O:2][CH3:1])=[C:12]([O:13][CH3:14])[CH:11]=2)[C:6]([C:16]#[N:17])=[CH:7][N:8]=1. (8) Given the reactants I([O-])(=O)(=O)=[O:2].[Na+].[F:7][CH2:8][CH2:9][O:10][CH:11]1[CH2:15][N:14]([C:16]([O:18][C:19]([CH3:22])([CH3:21])[CH3:20])=[O:17])[CH:13]([C:23]([O:25][CH3:26])=[O:24])[CH2:12]1, predict the reaction product. The product is: [F:7][CH2:8][CH2:9][O:10][CH:11]1[C:15](=[O:2])[N:14]([C:16]([O:18][C:19]([CH3:22])([CH3:21])[CH3:20])=[O:17])[CH:13]([C:23]([O:25][CH3:26])=[O:24])[CH2:12]1. (9) The product is: [CH2:21]([NH:23][CH2:17][C:16]1[N:12]([CH:11]2[C:10]3[C:5](=[CH:6][CH:7]=[CH:8][CH:9]=3)[C:4](=[O:19])[O:3][C:2]2([CH3:20])[CH3:1])[CH:13]=[N:14][CH:15]=1)[CH3:22]. Given the reactants [CH3:1][C:2]1([CH3:20])[CH:11]([N:12]2[C:16]([CH:17]=O)=[CH:15][N:14]=[CH:13]2)[C:10]2[C:5](=[CH:6][CH:7]=[CH:8][CH:9]=2)[C:4](=[O:19])[O:3]1.[CH2:21]([NH2:23])[CH3:22].C(O[BH-](OC(=O)C)OC(=O)C)(=O)C.[Na+], predict the reaction product.